Task: Predict the reactants needed to synthesize the given product.. Dataset: Full USPTO retrosynthesis dataset with 1.9M reactions from patents (1976-2016) (1) The reactants are: [CH2:1]([N:8]1[C:17](=[O:18])[C:16]2[C:11](=[CH:12][C:13]([Cl:19])=[CH:14][CH:15]=2)[N:10]=[C:9]1[CH:20]([NH:24][CH2:25][CH:26]([O:29][CH3:30])[O:27][CH3:28])[CH:21]([CH3:23])[CH3:22])[C:2]1[CH:7]=[CH:6][CH:5]=[CH:4][CH:3]=1.[C:31](Cl)(=[O:38])[C:32]1[CH:37]=[CH:36][CH:35]=[CH:34][CH:33]=1.C(N(CC)CC)C. Given the product [CH2:1]([N:8]1[C:17](=[O:18])[C:16]2[C:11](=[CH:12][C:13]([Cl:19])=[CH:14][CH:15]=2)[N:10]=[C:9]1[CH:20]([N:24]([CH2:25][CH:26]([O:27][CH3:28])[O:29][CH3:30])[C:31](=[O:38])[C:32]1[CH:37]=[CH:36][CH:35]=[CH:34][CH:33]=1)[CH:21]([CH3:23])[CH3:22])[C:2]1[CH:7]=[CH:6][CH:5]=[CH:4][CH:3]=1, predict the reactants needed to synthesize it. (2) Given the product [O:33]=[C:31]1[NH:30][C:29](=[O:34])[CH:28]([CH2:27][C:26]2[CH:25]=[CH:24][C:23]([O:22][CH2:21][C:19]3[N:18]([CH3:37])[C:17]4[CH:38]=[C:13]([O:12][C:9]5[CH:10]=[C:11]6[C:6]([CH:5]=[CH:4][CH:3]=[C:2]6[NH:1][S:45]([C:42]6[CH:43]=[CH:44][C:39]([CH3:49])=[CH:40][CH:41]=6)(=[O:47])=[O:46])=[CH:7][CH:8]=5)[CH:14]=[CH:15][C:16]=4[N:20]=3)=[CH:36][CH:35]=2)[S:32]1, predict the reactants needed to synthesize it. The reactants are: [NH2:1][C:2]1[CH:3]=[CH:4][CH:5]=[C:6]2[C:11]=1[CH:10]=[C:9]([O:12][C:13]1[CH:14]=[CH:15][C:16]3[N:20]=[C:19]([CH2:21][O:22][C:23]4[CH:36]=[CH:35][C:26]([CH2:27][CH:28]5[S:32][C:31](=[O:33])[NH:30][C:29]5=[O:34])=[CH:25][CH:24]=4)[N:18]([CH3:37])[C:17]=3[CH:38]=1)[CH:8]=[CH:7]2.[C:39]1([CH3:49])[CH:44]=[CH:43][C:42]([S:45](Cl)(=[O:47])=[O:46])=[CH:41][CH:40]=1.C(N(CC)CC)C. (3) Given the product [OH:10][CH2:9][CH2:8][CH2:7][C:2]1([Br:1])[CH2:4][C:3]1([Br:6])[Br:5], predict the reactants needed to synthesize it. The reactants are: [Br:1][C:2]1([CH2:7][CH2:8][C:9](O)=[O:10])[CH2:4][C:3]1([Br:6])[Br:5].B.C(N(CC)CCN(CC)CC)C.C(O)(=O)C.